From a dataset of Reaction yield outcomes from USPTO patents with 853,638 reactions. Predict the reaction yield, written as a fraction of the theoretical maximum amount of product (1.0 means a 100% yield; for example, 0.34 means a 34% yield). (1) The reactants are Cl[CH2:2][CH2:3][NH:4][C:5](=[O:20])[NH:6][C@@H:7]1[CH2:12][CH2:11][CH2:10][N:9]([C:13]([O:15][C:16]([CH3:19])([CH3:18])[CH3:17])=[O:14])[CH2:8]1.[H-].[Na+]. The catalyst is C1COCC1. The product is [O:20]=[C:5]1[NH:4][CH2:3][CH2:2][N:6]1[C@@H:7]1[CH2:12][CH2:11][CH2:10][N:9]([C:13]([O:15][C:16]([CH3:19])([CH3:18])[CH3:17])=[O:14])[CH2:8]1. The yield is 0.930. (2) The reactants are [CH:1]1[CH:6]=[CH:5][C:4]([C:7]2[C:12]([N:13]=[C:14]=[O:15])=[CH:11][CH:10]=[CH:9][CH:8]=2)=[CH:3][CH:2]=1.Cl.[N:17]12[CH2:24][CH2:23][CH:20]([CH2:21][CH2:22]1)[C@@H:19](O)[CH2:18]2.CN(C)C=[O:29]. The catalyst is C(OCC)(=O)C. The product is [N:17]12[CH2:18][CH:19]([CH2:21][CH2:22]1)[C@H:20]([O:15][C:14](=[O:29])[NH:13][C:12]1[CH:11]=[CH:10][CH:9]=[CH:8][C:7]=1[C:4]1[CH:3]=[CH:2][CH:1]=[CH:6][CH:5]=1)[CH2:23][CH2:24]2. The yield is 0.990.